Dataset: Blood-brain barrier permeability classification from the B3DB database. Task: Regression/Classification. Given a drug SMILES string, predict its absorption, distribution, metabolism, or excretion properties. Task type varies by dataset: regression for continuous measurements (e.g., permeability, clearance, half-life) or binary classification for categorical outcomes (e.g., BBB penetration, CYP inhibition). Dataset: b3db_classification. (1) The molecule is CCCCC(=O)OC1(C(=O)CO)CCC2C3CC(F)C4=CC(=O)C=CC4(C)C3C(O)CC21C. The result is 1 (penetrates BBB). (2) The compound is CN1C(=O)CCS(=O)(=O)C1c1ccc(Cl)cc1. The result is 1 (penetrates BBB). (3) The drug is CCC1(CC)OC2CC3C4CCC5=CC(=O)C=CC5(C)C4(F)C(O)CC3(C)C2(C(=O)CO)O1. The result is 1 (penetrates BBB). (4) The drug is COc1cc(C(=O)N[C@@H]2CC(C)(C)Oc3cc(C)ccc32)cc(OC)c1OC. The result is 1 (penetrates BBB).